Dataset: Full USPTO retrosynthesis dataset with 1.9M reactions from patents (1976-2016). Task: Predict the reactants needed to synthesize the given product. (1) Given the product [ClH:1].[Cl:1][C:2]1[N:3]=[CH:4][C:5]2[N:19]=[N:20][N:8]([C:9]3[CH:10]=[C:11]4[C:16](=[CH:17][CH:18]=3)[N:15]=[CH:14][CH:13]=[CH:12]4)[C:6]=2[N:7]=1, predict the reactants needed to synthesize it. The reactants are: [Cl:1][C:2]1[N:7]=[C:6]([NH:8][C:9]2[CH:10]=[C:11]3[C:16](=[CH:17][CH:18]=2)[N:15]=[CH:14][CH:13]=[CH:12]3)[C:5]([NH2:19])=[CH:4][N:3]=1.[N:20]([O-])=O.[Na+]. (2) Given the product [CH2:1]([NH:13][C:14]([C:15]1[CH:20]=[C:19]([C:21]2[CH:26]=[CH:25][CH:24]=[C:23]([C:27]([F:30])([F:29])[F:28])[CH:22]=2)[C:18]([O:31][CH2:32][CH2:33][NH2:37])=[C:17]([Br:35])[CH:16]=1)=[O:36])[CH2:2][CH2:3][CH2:4][CH2:5][CH2:6][CH2:7][CH2:8][CH2:9][CH2:10][CH2:11][CH3:12], predict the reactants needed to synthesize it. The reactants are: [CH2:1]([NH:13][C:14](=[O:36])[C:15]1[CH:20]=[C:19]([C:21]2[CH:26]=[CH:25][CH:24]=[C:23]([C:27]([F:30])([F:29])[F:28])[CH:22]=2)[C:18]([O:31][CH2:32][CH2:33]Br)=[C:17]([Br:35])[CH:16]=1)[CH2:2][CH2:3][CH2:4][CH2:5][CH2:6][CH2:7][CH2:8][CH2:9][CH2:10][CH2:11][CH3:12].[N-:37]=[N+]=[N-].[Na+].P(OCC)(OCC)OCC. (3) Given the product [F:91][CH:90]([F:92])[C:79]1[C:80]2[C:81]([F:89])([F:88])[CH2:82][CH2:83][C:84]([F:86])([F:87])[C:85]=2[N:77]([CH2:76][C:75]([NH:74][C@H:64]([C:51]2[C:50]([C:34]3[CH:35]=[CH:36][C:37]([F:43])=[C:38]([CH:42]=3)[C:39]([NH2:41])=[O:40])=[CH:55][N:54]=[C:53]([NH:56][CH2:57][CH2:58][O:59][CH2:60][CH2:61][O:62][CH3:63])[N:52]=2)[CH2:65][C:66]2[CH:71]=[C:70]([F:72])[CH:69]=[C:68]([F:73])[CH:67]=2)=[O:93])[N:78]=1, predict the reactants needed to synthesize it. The reactants are: FC1C=C(C[C@H](C2C([C:34]3[CH:35]=[CH:36][C:37]([F:43])=[C:38]([CH:42]=3)[C:39]([NH2:41])=[O:40])=CN=C(NCCOC)N=2)NC(=O)CN2C3CCCCC=3C(C(F)(F)F)=N2)C=C(F)C=1.Br[C:50]1[C:51]([C@@H:64]([NH:74][C:75](=[O:93])[CH2:76][N:77]2[C:85]3[C:84]([F:87])([F:86])[CH2:83][CH2:82][C:81]([F:89])([F:88])[C:80]=3[C:79]([CH:90]([F:92])[F:91])=[N:78]2)[CH2:65][C:66]2[CH:71]=[C:70]([F:72])[CH:69]=[C:68]([F:73])[CH:67]=2)=[N:52][C:53]([NH:56][CH2:57][CH2:58][O:59][CH2:60][CH2:61][O:62][CH3:63])=[N:54][CH:55]=1.